Task: Binary Classification. Given a drug SMILES string, predict its activity (active/inactive) in a high-throughput screening assay against a specified biological target.. Dataset: Cav3 T-type calcium channel HTS with 100,875 compounds (1) The molecule is Fc1ccc(C(=O)COc2cc(NC(=O)c3occc3)ccc2)cc1. The result is 0 (inactive). (2) The molecule is OC12C(CC3C(O)(c4c(C(O)=C3C1=O)c(O)ccc4)C)C(N(C)C)C(=O)C(=C2O)C(=O)N. The result is 0 (inactive). (3) The drug is O(CCCC)c1ccc(cc1)c1onc(n1)c1cccnc1. The result is 0 (inactive). (4) The molecule is s1cc(C2C(CCCO)C(OC(=C2)C(=O)Nc2ccccc2)OCC)c2c1cccc2. The result is 0 (inactive).